From a dataset of Forward reaction prediction with 1.9M reactions from USPTO patents (1976-2016). Predict the product of the given reaction. (1) The product is: [Cl:31][C:26]1[CH:27]=[CH:28][CH:29]=[CH:30][C:25]=1[CH:24]=[CH:23][CH2:22][N:11]([CH2:12][C:13]#[CH:14])[S:8]([C:5]1[CH:6]=[CH:7][C:2]([CH3:1])=[CH:3][CH:4]=1)(=[O:10])=[O:9]. Given the reactants [CH3:1][C:2]1[CH:7]=[CH:6][C:5]([S:8]([NH:11][CH2:12][C:13]#[CH:14])(=[O:10])=[O:9])=[CH:4][CH:3]=1.C(=O)([O-])[O-].[K+].[K+].Br[CH2:22]/[CH:23]=[CH:24]/[C:25]1[CH:30]=[CH:29][CH:28]=[CH:27][C:26]=1[Cl:31], predict the reaction product. (2) The product is: [O:3]=[C:4]1[CH2:13][C:12]2[CH:11]=[C:10]([NH:14][C:15](=[O:21])[O:16][C:17]([CH3:19])([CH3:18])[CH3:20])[CH:9]=[CH:8][C:7]=2[CH2:6][CH2:5]1. Given the reactants C([O:3][C:4]1[CH:13]=[C:12]2[C:7]([CH:8]=[CH:9][C:10]([NH:14][C:15](=[O:21])[O:16][C:17]([CH3:20])([CH3:19])[CH3:18])=[CH:11]2)=[CH:6][CH:5]=1)C, predict the reaction product. (3) The product is: [Br:1][C:2]1[CH:3]=[CH:4][C:5]([C:8]([C:9]2[O:11][CH:23]=[CH:24][N:20]=2)([CH3:13])[CH3:12])=[CH:6][CH:7]=1. Given the reactants [Br:1][C:2]1[CH:7]=[CH:6][C:5]([C:8]([CH3:13])([CH3:12])[C:9]([OH:11])=O)=[CH:4][CH:3]=1.C(Cl)(=O)C(Cl)=O.[NH:20]1[CH:24]=[CH:23]N=N1.C(=O)([O-])[O-].[K+].[K+], predict the reaction product. (4) Given the reactants [C:1]([O:5][C:6]([N:8]1[CH2:13][CH2:12][N:11]([C:14]2[C:15]3[C:22](Br)=[CH:21][N:20]([S:24]([C:27]4[CH:32]=[CH:31][CH:30]=[CH:29][CH:28]=4)(=[O:26])=[O:25])[C:16]=3[N:17]=[CH:18][N:19]=2)[CH2:10][CH2:9]1)=[O:7])([CH3:4])([CH3:3])[CH3:2].C([O-])([O-])=O.[Na+].[Na+].[S:39]1[CH:43]=[CH:42][CH:41]=[C:40]1B(O)O, predict the reaction product. The product is: [C:1]([O:5][C:6]([N:8]1[CH2:13][CH2:12][N:11]([C:14]2[C:15]3[C:22]([C:40]4[S:39][CH:43]=[CH:42][CH:41]=4)=[CH:21][N:20]([S:24]([C:27]4[CH:32]=[CH:31][CH:30]=[CH:29][CH:28]=4)(=[O:26])=[O:25])[C:16]=3[N:17]=[CH:18][N:19]=2)[CH2:10][CH2:9]1)=[O:7])([CH3:4])([CH3:3])[CH3:2]. (5) Given the reactants [Br:1][C:2]1[CH:3]=[C:4]([N+:9]([O-:11])=[O:10])[C:5](Cl)=[N:6][CH:7]=1.O.[CH2:13]([OH:15])[CH3:14], predict the reaction product. The product is: [Br:1][C:2]1[CH:3]=[C:4]([N+:9]([O-:11])=[O:10])[C:5]([O:15][CH2:13][CH3:14])=[N:6][CH:7]=1.